From a dataset of Forward reaction prediction with 1.9M reactions from USPTO patents (1976-2016). Predict the product of the given reaction. (1) Given the reactants C(OC([N:8]1[CH2:17][C:16]([CH3:19])([CH3:18])[C:15]2[C:10](=[CH:11][C:12]([NH:20][C:21]3[NH:25][C:24]4[CH:26]=[CH:27][C:28]([O:30][C:31]5[CH:36]=[CH:35][N:34]=[C:33]([C:37](=[O:40])[NH:38][CH3:39])[CH:32]=5)=[CH:29][C:23]=4[N:22]=3)=[CH:13][CH:14]=2)[CH2:9]1)=O)(C)(C)C.C(O)(C(F)(F)F)=O, predict the reaction product. The product is: [CH3:39][NH:38][C:37]([C:33]1[CH:32]=[C:31]([O:30][C:28]2[CH:27]=[CH:26][C:24]3[NH:25][C:21]([NH:20][C:12]4[CH:11]=[C:10]5[C:15]([C:16]([CH3:19])([CH3:18])[CH2:17][NH:8][CH2:9]5)=[CH:14][CH:13]=4)=[N:22][C:23]=3[CH:29]=2)[CH:36]=[CH:35][N:34]=1)=[O:40]. (2) Given the reactants [CH3:1][N:2]([CH2:4][C:5]1[C:13]2[O:12][N:11]=[C:10]([CH2:14][CH2:15][CH:16]3[CH2:21][CH2:20][N:19](C(OC(C)(C)C)=O)[CH2:18][CH2:17]3)[C:9]=2[CH:8]=[CH:7][C:6]=1[C:29]1[CH:34]=[CH:33][CH:32]=[CH:31][CH:30]=1)[CH3:3].Cl.C(=O)([O-])[O-].[Na+].[Na+].O, predict the reaction product. The product is: [CH3:1][N:2]([CH2:4][C:5]1[C:13]2[O:12][N:11]=[C:10]([CH2:14][CH2:15][CH:16]3[CH2:17][CH2:18][NH:19][CH2:20][CH2:21]3)[C:9]=2[CH:8]=[CH:7][C:6]=1[C:29]1[CH:34]=[CH:33][CH:32]=[CH:31][CH:30]=1)[CH3:3]. (3) Given the reactants [C:1]([C:4]1[CH:12]=[C:8]([C:9]([OH:11])=[O:10])[C:7]([OH:13])=[CH:6][CH:5]=1)(=[O:3])[CH3:2].Cl.CN(C)[CH2:17][CH2:18]CN=C=N.O.ON1C2C=CC=CC=2N=N1.C(O)C, predict the reaction product. The product is: [C:1]([C:4]1[CH:12]=[C:8]([C:9]([O:11][CH2:17][CH3:18])=[O:10])[C:7]([OH:13])=[CH:6][CH:5]=1)(=[O:3])[CH3:2]. (4) Given the reactants S(=O)(=O)(O)O.OO.[CH3:8][N+:9]([CH3:12])(C)[CH3:10].[OH-].CC[CH2:16][CH2:17][N+:18](CCCC)(CCCC)[CH2:19][CH2:20]CC.[OH-], predict the reaction product. The product is: [CH3:8][N:9]([C:12]1[CH:16]=[CH:17][N:18]=[CH:19][CH:20]=1)[CH3:10].